From a dataset of Catalyst prediction with 721,799 reactions and 888 catalyst types from USPTO. Predict which catalyst facilitates the given reaction. (1) Reactant: O.[NH2:2][NH2:3].Cl[C:5]1[S:6][C:7]([S:10][CH2:11][CH3:12])=[N:8][N:9]=1. Product: [CH2:11]([S:10][C:7]1[S:6][C:5]([NH:2][NH2:3])=[N:9][N:8]=1)[CH3:12]. The catalyst class is: 8. (2) Reactant: [CH3:1][C:2]1[N:10]([CH:11]([C:13]2[CH:18]=[CH:17][CH:16]=[CH:15][CH:14]=2)[CH3:12])[C:5]2=[N:6][CH:7]=[CH:8][CH:9]=[C:4]2[C:3]=1[C:19](O)=[O:20].ON1C2C=CC=CC=2N=N1.Cl.CN(C)CCCN=C=NCC.C(N(CC)CC)C.[NH2:51][CH2:52][C:53]1[C:54]([OH:61])=[N:55][C:56]([CH3:60])=[CH:57][C:58]=1[CH3:59]. Product: [OH:61][C:54]1[C:53]([CH2:52][NH:51][C:19]([C:3]2[C:4]3[C:5](=[N:6][CH:7]=[CH:8][CH:9]=3)[N:10]([CH:11]([C:13]3[CH:14]=[CH:15][CH:16]=[CH:17][CH:18]=3)[CH3:12])[C:2]=2[CH3:1])=[O:20])=[C:58]([CH3:59])[CH:57]=[C:56]([CH3:60])[N:55]=1. The catalyst class is: 46. (3) Reactant: [Cl:1][C:2]1[CH:9]=[C:8]([N:10]([CH2:16][C:17]2[CH:22]=[CH:21][CH:20]=[CH:19][C:18]=2[C:23]([F:26])([F:25])[F:24])[C@H:11]2[CH2:15][CH2:14][NH:13][CH2:12]2)[CH:7]=[CH:6][C:3]=1[C:4]#[N:5].Br[CH2:28][C:29]1[CH:33]=[C:32]([CH3:34])[O:31][N:30]=1.C([O-])([O-])=O.[K+].[K+]. Product: [Cl:1][C:2]1[CH:9]=[C:8]([N:10]([C@H:11]2[CH2:15][CH2:14][N:13]([CH2:28][C:29]3[CH:33]=[C:32]([CH3:34])[O:31][N:30]=3)[CH2:12]2)[CH2:16][C:17]2[CH:22]=[CH:21][CH:20]=[CH:19][C:18]=2[C:23]([F:26])([F:24])[F:25])[CH:7]=[CH:6][C:3]=1[C:4]#[N:5]. The catalyst class is: 10. (4) The catalyst class is: 16. Reactant: [N+]([C:4]1[CH:9]=[CH:8][CH:7]=[C:6]([N+:10]([O-:12])=[O:11])[CH:5]=1)([O-])=O.[Cl:13][C:14]1[CH:19]=[CH:18][C:17]([OH:20])=[CH:16][C:15]=1[CH2:21][CH3:22].C(=O)([O-])[O-].[Cs+].[Cs+]. Product: [Cl:13][C:14]1[CH:19]=[CH:18][C:17]([O:20][C:4]2[CH:5]=[C:6]([N+:10]([O-:12])=[O:11])[CH:7]=[CH:8][CH:9]=2)=[CH:16][C:15]=1[CH2:21][CH3:22]. (5) Reactant: [F:1][C:2]([F:17])([F:16])[C:3]([NH:5][CH2:6][CH2:7][C:8]1[CH:13]=[CH:12][CH:11]=[C:10]([O:14][CH3:15])[CH:9]=1)=[O:4].C([O-])([O-])=O.[Ca+2].[I:23]Cl. Product: [F:1][C:2]([F:16])([F:17])[C:3]([NH:5][CH2:6][CH2:7][C:8]1[CH:9]=[C:10]([O:14][CH3:15])[CH:11]=[CH:12][C:13]=1[I:23])=[O:4]. The catalyst class is: 5. (6) Reactant: [N:1]([C@H:4]1[CH2:9][C@H:8]2[C@H:10]3[C@H:19]([CH2:20][CH2:21][C@:6]2([CH3:7])[CH2:5]1)[C:18]1[CH:17]=[CH:16][C:15]([O:22][CH3:23])=[CH:14][C:13]=1[CH2:12][CH2:11]3)=[N+]=[N-].[H-].[Al+3].[Li+].[H-].[H-].[H-].CCOCC.O.C(C(C(C([O-])=O)O)O)([O-])=O.[Na+].[Na+]. Product: [NH2:1][C@H:4]1[CH2:9][C@H:8]2[C@H:10]3[C@H:19]([CH2:20][CH2:21][C@:6]2([CH3:7])[CH2:5]1)[C:18]1[CH:17]=[CH:16][C:15]([O:22][CH3:23])=[CH:14][C:13]=1[CH2:12][CH2:11]3. The catalyst class is: 1. (7) Reactant: [CH2:1]([NH2:13])[CH2:2][CH2:3][CH2:4][CH2:5][CH2:6][CH2:7][CH2:8][CH2:9][CH2:10][CH2:11][CH3:12].[CH2:14]([N:26]=[C:27]=[O:28])[CH2:15][CH2:16][CH2:17][CH2:18][CH2:19][CH2:20][CH2:21][CH2:22][CH2:23][CH2:24][CH3:25]. Product: [CH2:1]([NH:13][C:27](=[O:28])[NH:26][CH2:14][CH2:15][CH2:16][CH2:17][CH2:18][CH2:19][CH2:20][CH2:21][CH2:22][CH2:23][CH2:24][CH3:25])[CH2:2][CH2:3][CH2:4][CH2:5][CH2:6][CH2:7][CH2:8][CH2:9][CH2:10][CH2:11][CH3:12]. The catalyst class is: 81. (8) Reactant: O[C@H:2]1[CH2:19][CH2:18][C@@:17]2([CH3:20])[C:4](=[CH:5][CH2:6][C@@H:7]3[C@@H:16]2[CH2:15][CH2:14][C@@:12]2([CH3:13])[C@H:8]3[CH2:9][CH2:10][C:11]2=[O:21])[CH2:3]1.C1C=C(Cl)C=C(C(OO)=[O:30])C=1.[O-]S([O-])=O.[Na+].[Na+].C([O-])(O)=O.[Na+]. Product: [O:30]1[C@H:5]2[CH2:6][C@@H:7]3[C@@H:16]([C@@:17]4([CH3:20])[CH2:18][CH2:19][CH2:2][CH2:3][C@:4]124)[CH2:15][CH2:14][C@@:12]1([CH3:13])[C@H:8]3[CH2:9][CH2:10][C:11]1=[O:21]. The catalyst class is: 2. (9) Product: [NH2:1][C:2]1[C:11]2[N:12]=[C:13]([CH2:20][OH:21])[N:14]([CH2:15][C:16]([CH3:19])([OH:18])[CH3:17])[C:10]=2[C:9]2[CH:8]=[CH:7][C:6]([CH2:23][CH2:24][S:25]([CH3:28])(=[O:27])=[O:26])=[CH:5][C:4]=2[N:3]=1. Reactant: [NH2:1][C:2]1[C:11]2[N:12]=[C:13]([CH2:20][O:21]C)[N:14]([CH2:15][C:16]([CH3:19])([OH:18])[CH3:17])[C:10]=2[C:9]2[CH:8]=[CH:7][C:6]([CH2:23][CH2:24][S:25]([CH3:28])(=[O:27])=[O:26])=[CH:5][C:4]=2[N:3]=1. The catalyst class is: 4. (10) The catalyst class is: 4. Product: [CH2:1]([O:8][C:9]1[C:17]([O:18][CH2:19][C:20]2[CH:25]=[CH:24][CH:23]=[CH:22][CH:21]=2)=[CH:16][CH:15]=[CH:14][C:10]=1[C:11](=[S:35])[NH2:13])[C:2]1[CH:7]=[CH:6][CH:5]=[CH:4][CH:3]=1. Reactant: [CH2:1]([O:8][C:9]1[C:17]([O:18][CH2:19][C:20]2[CH:25]=[CH:24][CH:23]=[CH:22][CH:21]=2)=[CH:16][CH:15]=[CH:14][C:10]=1[C:11]([NH2:13])=O)[C:2]1[CH:7]=[CH:6][CH:5]=[CH:4][CH:3]=1.COC1C=CC(P2(SP(C3C=CC(OC)=CC=3)(=S)S2)=[S:35])=CC=1.